Dataset: NCI-60 drug combinations with 297,098 pairs across 59 cell lines. Task: Regression. Given two drug SMILES strings and cell line genomic features, predict the synergy score measuring deviation from expected non-interaction effect. (1) Synergy scores: CSS=-3.89, Synergy_ZIP=1.04, Synergy_Bliss=-2.79, Synergy_Loewe=-7.53, Synergy_HSA=-7.20. Drug 2: CC(C)NC(=O)C1=CC=C(C=C1)CNNC.Cl. Cell line: MCF7. Drug 1: CNC(=O)C1=NC=CC(=C1)OC2=CC=C(C=C2)NC(=O)NC3=CC(=C(C=C3)Cl)C(F)(F)F. (2) Drug 1: CC(C)(C#N)C1=CC(=CC(=C1)CN2C=NC=N2)C(C)(C)C#N. Drug 2: C(CCl)NC(=O)N(CCCl)N=O. Cell line: SF-295. Synergy scores: CSS=-3.32, Synergy_ZIP=4.24, Synergy_Bliss=7.85, Synergy_Loewe=-0.917, Synergy_HSA=0.133. (3) Drug 1: CC(C1=C(C=CC(=C1Cl)F)Cl)OC2=C(N=CC(=C2)C3=CN(N=C3)C4CCNCC4)N. Drug 2: CN(CCCl)CCCl.Cl. Cell line: ACHN. Synergy scores: CSS=20.2, Synergy_ZIP=-0.810, Synergy_Bliss=-0.648, Synergy_Loewe=-0.288, Synergy_HSA=-0.554. (4) Drug 1: CC12CCC3C(C1CCC2=O)CC(=C)C4=CC(=O)C=CC34C. Drug 2: C1=NC2=C(N=C(N=C2N1C3C(C(C(O3)CO)O)O)F)N. Cell line: SF-268. Synergy scores: CSS=37.8, Synergy_ZIP=-0.543, Synergy_Bliss=-4.23, Synergy_Loewe=-3.84, Synergy_HSA=-4.53. (5) Drug 2: COC1=NC(=NC2=C1N=CN2C3C(C(C(O3)CO)O)O)N. Cell line: KM12. Synergy scores: CSS=8.70, Synergy_ZIP=-4.11, Synergy_Bliss=-8.37, Synergy_Loewe=-10.3, Synergy_HSA=-7.65. Drug 1: C1=CC(=CC=C1CCC2=CNC3=C2C(=O)NC(=N3)N)C(=O)NC(CCC(=O)O)C(=O)O. (6) Drug 1: C1=CC(=CC=C1CCCC(=O)O)N(CCCl)CCCl. Drug 2: CC(C)(C#N)C1=CC(=CC(=C1)CN2C=NC=N2)C(C)(C)C#N. Cell line: PC-3. Synergy scores: CSS=18.6, Synergy_ZIP=-6.25, Synergy_Bliss=-4.99, Synergy_Loewe=-4.74, Synergy_HSA=-4.66.